From a dataset of Full USPTO retrosynthesis dataset with 1.9M reactions from patents (1976-2016). Predict the reactants needed to synthesize the given product. (1) The reactants are: Cl.[CH:2]1([C:5](=[NH:8])[O:6][CH3:7])[CH2:4][CH2:3]1.Cl.N[CH:11](CO)[C:12]([O:14][CH3:15])=[O:13].C(=O)(O)[O-].[Na+]. Given the product [CH:2]1([C:5]2[O:6][CH2:7][CH:11]([C:12]([O:14][CH3:15])=[O:13])[N:8]=2)[CH2:4][CH2:3]1, predict the reactants needed to synthesize it. (2) Given the product [CH3:14][C:15]1([CH3:39])[CH2:24][CH2:23][C:22]2[N:21]=[CH:20][N:19]=[C:18]([N:25]3[CH2:31][C:30]4[CH:32]=[C:33]([C:2]5[CH:3]=[C:4]6[N:10]=[C:9]([CH:11]([OH:13])[CH3:12])[NH:8][C:5]6=[N:6][CH:7]=5)[CH:34]=[CH:35][C:29]=4[O:28][CH2:27][CH2:26]3)[C:17]=2[CH2:16]1, predict the reactants needed to synthesize it. The reactants are: Br[C:2]1[CH:3]=[C:4]2[N:10]=[C:9]([CH:11]([OH:13])[CH3:12])[NH:8][C:5]2=[N:6][CH:7]=1.[CH3:14][C:15]1([CH3:39])[CH2:24][CH2:23][C:22]2[N:21]=[CH:20][N:19]=[C:18]([N:25]3[CH2:31][C:30]4[CH:32]=[C:33](B(O)O)[CH:34]=[CH:35][C:29]=4[O:28][CH2:27][CH2:26]3)[C:17]=2[CH2:16]1. (3) Given the product [CH2:1]1[N:6]([CH:7]([C:10]2[CH:11]=[N:12][CH:13]=[CH:14][CH:15]=2)[C:8]([NH2:9])=[O:20])[CH2:5][CH2:4][N:3]2[CH2:16][CH2:17][CH2:18][C@H:2]12, predict the reactants needed to synthesize it. The reactants are: [CH2:1]1[N:6]([CH:7]([C:10]2[CH:11]=[N:12][CH:13]=[CH:14][CH:15]=2)[C:8]#[N:9])[CH2:5][CH2:4][N:3]2[CH2:16][CH2:17][CH2:18][C@H:2]12.S(=O)(=O)(O)[OH:20].N. (4) Given the product [C:1]([O:5][C:6]([NH:8][CH:9]1[CH2:14][CH2:13][N:12]([C:15]([O:17][CH2:18][C:19]2[CH:24]=[CH:23][CH:22]=[CH:21][CH:20]=2)=[O:16])[CH2:11][CH:10]1[O:25][Si:30]([C:27]([CH3:29])([CH3:28])[CH3:26])([CH3:32])[CH3:31])=[O:7])([CH3:4])([CH3:2])[CH3:3], predict the reactants needed to synthesize it. The reactants are: [C:1]([O:5][C:6]([NH:8][CH:9]1[CH2:14][CH2:13][N:12]([C:15]([O:17][CH2:18][C:19]2[CH:24]=[CH:23][CH:22]=[CH:21][CH:20]=2)=[O:16])[CH2:11][CH:10]1[OH:25])=[O:7])([CH3:4])([CH3:3])[CH3:2].[CH3:26][C:27]([Si:30](Cl)([CH3:32])[CH3:31])([CH3:29])[CH3:28].N1C=CN=C1. (5) Given the product [CH3:47][C:36]1[CH:35]=[C:34]([NH:33][C:32]2[C:27]3[CH:26]=[C:25]([N:22]4[CH2:21][CH:20]5[CH:24]([CH:19]5[NH:18][C:6](=[O:7])[CH2:13][S:4][CH3:3])[CH2:23]4)[N:49]=[CH:48][C:28]=3[N:29]=[CH:30][N:31]=2)[CH:39]=[CH:38][C:37]=1[O:40][C:41]1[CH:42]=[N:43][CH:44]=[CH:45][CH:46]=1, predict the reactants needed to synthesize it. The reactants are: CC[C:3](O)=[S:4].[C:6]([C:13]1NC=CN=1)(C1NC=CN=1)=[O:7].[NH2:18][CH:19]1[CH:24]2[CH:20]1[CH2:21][N:22]([C:25]1[N:49]=[CH:48][C:28]3[N:29]=[CH:30][N:31]=[C:32]([NH:33][C:34]4[CH:39]=[CH:38][C:37]([O:40][C:41]5[CH:42]=[N:43][CH:44]=[CH:45][CH:46]=5)=[C:36]([CH3:47])[CH:35]=4)[C:27]=3[CH:26]=1)[CH2:23]2. (6) Given the product [CH:41]1([C:44]2[O:1][N:2]=[C:3]([C:5]3[N:10]=[CH:9][C:8]([O:11][C:12]4[CH:13]=[C:14]([CH:24]=[C:25]([O:27][CH:28]([CH3:30])[CH3:29])[CH:26]=4)[C:15]([NH:17][C:18]4[CH:22]=[CH:21][N:20]([CH3:23])[N:19]=4)=[O:16])=[CH:7][CH:6]=3)[N:4]=2)[CH2:43][CH2:42]1, predict the reactants needed to synthesize it. The reactants are: [OH:1][N:2]=[C:3]([C:5]1[N:10]=[CH:9][C:8]([O:11][C:12]2[CH:13]=[C:14]([CH:24]=[C:25]([O:27][CH:28]([CH3:30])[CH3:29])[CH:26]=2)[C:15]([NH:17][C:18]2[CH:22]=[CH:21][N:20]([CH3:23])[N:19]=2)=[O:16])=[CH:7][CH:6]=1)[NH2:4].C(N(CC)CC)C.ClCCl.[CH:41]1([C:44](Cl)=O)[CH2:43][CH2:42]1. (7) Given the product [N+:20]([C:23]1[CH:28]=[CH:27][C:26]([C:2]2[CH:7]=[CH:6][C:5]([S:8]([NH:11][C@H:12]([C:16]([O:18][CH3:19])=[O:17])[CH:13]([CH3:15])[CH3:14])(=[O:10])=[O:9])=[CH:4][CH:3]=2)=[CH:25][CH:24]=1)([O-:22])=[O:21], predict the reactants needed to synthesize it. The reactants are: Br[C:2]1[CH:7]=[CH:6][C:5]([S:8]([NH:11][C@H:12]([C:16]([O:18][CH3:19])=[O:17])[CH:13]([CH3:15])[CH3:14])(=[O:10])=[O:9])=[CH:4][CH:3]=1.[N+:20]([C:23]1[CH:28]=[CH:27][C:26](B(O)O)=[CH:25][CH:24]=1)([O-:22])=[O:21].C(=O)(O)[O-].[Na+].C(OCC)(=O)C.